This data is from Full USPTO retrosynthesis dataset with 1.9M reactions from patents (1976-2016). The task is: Predict the reactants needed to synthesize the given product. (1) Given the product [C:23]1(/[C:4](/[CH2:5][CH3:6])=[C:3](\[C:38]2[CH:39]=[CH:40][C:35](/[CH:34]=[CH:33]/[C:32]([O:31][CH2:29][CH3:30])=[O:44])=[CH:36][CH:37]=2)/[C:7]2[CH:21]=[CH:20][C:10]3[N:11]([CH:14]4[CH2:19][CH2:18][CH2:17][CH2:16][O:15]4)[N:12]=[N:13][C:9]=3[CH:8]=2)[CH:28]=[CH:27][CH:26]=[CH:25][CH:24]=1, predict the reactants needed to synthesize it. The reactants are: N#N.[C:3]([C:7]1[CH:21]=[CH:20][C:10]2[N:11]([CH:14]3[CH2:19][CH2:18][CH2:17][CH2:16][O:15]3)[N:12]=[N:13][C:9]=2[CH:8]=1)#[C:4][CH2:5][CH3:6].I[C:23]1[CH:28]=[CH:27][CH:26]=[CH:25][CH:24]=1.[CH2:29]([O:31][C:32](=[O:44])/[CH:33]=[CH:34]/[C:35]1[CH:40]=[CH:39][C:38](B(O)O)=[CH:37][CH:36]=1)[CH3:30].C([O-])([O-])=O.[K+].[K+]. (2) Given the product [CH2:1]([N:3]([CH2:6][C@@H:7]1[N:12]([CH2:13][CH2:14][C@@H:15]([NH:24][C:25]2[CH:30]=[CH:29][C:28]([S:31]([NH2:34])(=[O:32])=[O:33])=[CH:27][C:26]=2[S:35]([C:38]([F:40])([F:39])[F:41])(=[O:37])=[O:36])[CH2:16][S:17][C:18]2[CH:19]=[CH:20][CH:21]=[CH:22][CH:23]=2)[CH2:11][CH2:10][O:9][CH2:8]1)[CH2:4][CH3:5])[CH3:2], predict the reactants needed to synthesize it. The reactants are: [CH2:1]([N:3]([CH2:6][C@@H:7]1[N:12]([C:13](=O)[CH2:14][C@@H:15]([NH:24][C:25]2[CH:30]=[CH:29][C:28]([S:31]([NH2:34])(=[O:33])=[O:32])=[CH:27][C:26]=2[S:35]([C:38]([F:41])([F:40])[F:39])(=[O:37])=[O:36])[CH2:16][S:17][C:18]2[CH:23]=[CH:22][CH:21]=[CH:20][CH:19]=2)[CH2:11][CH2:10][O:9][CH2:8]1)[CH2:4][CH3:5])[CH3:2].C1COCC1.Cl.C(=O)([O-])[O-].[Na+].[Na+]. (3) Given the product [CH2:15]([O:5][CH2:6][C:7]1[CH:12]=[CH:11][C:10]([C:13]#[N:14])=[N:9][CH:8]=1)[CH3:16], predict the reactants needed to synthesize it. The reactants are: CS([O:5][CH2:6][C:7]1[CH:8]=[N:9][C:10]([C:13]#[N:14])=[CH:11][CH:12]=1)(=O)=O.[CH3:15][CH2:16]O.